This data is from Full USPTO retrosynthesis dataset with 1.9M reactions from patents (1976-2016). The task is: Predict the reactants needed to synthesize the given product. (1) Given the product [C:24]([N:4]1[CH:3]([CH2:2][NH:1][S:38]([CH3:37])(=[O:40])=[O:39])[C:7]2[CH:8]=[C:9]([C:12]3[C:20]4[C:15](=[CH:16][C:17]([F:21])=[CH:18][CH:19]=4)[NH:14][CH:13]=3)[CH:10]=[CH:11][C:6]=2[S:5]1(=[O:23])=[O:22])([CH3:27])([CH3:26])[CH3:25], predict the reactants needed to synthesize it. The reactants are: [NH2:1][CH2:2][CH:3]1[C:7]2[CH:8]=[C:9]([C:12]3[C:20]4[C:15](=[CH:16][C:17]([F:21])=[CH:18][CH:19]=4)[NH:14][CH:13]=3)[CH:10]=[CH:11][C:6]=2[S:5](=[O:23])(=[O:22])[N:4]1[C:24]([CH3:27])([CH3:26])[CH3:25].CCN(C(C)C)C(C)C.[CH3:37][S:38](Cl)(=[O:40])=[O:39]. (2) Given the product [Br:18][C:19]1[CH:26]=[CH:25][C:22]([CH2:23][C:9]2([C:13]([O:15][CH2:16][CH3:17])=[O:14])[CH2:12][CH2:11][CH2:10]2)=[CH:21][CH:20]=1, predict the reactants needed to synthesize it. The reactants are: [Li+].CC([N-]C(C)C)C.[CH:9]1([C:13]([O:15][CH2:16][CH3:17])=[O:14])[CH2:12][CH2:11][CH2:10]1.[Br:18][C:19]1[CH:26]=[CH:25][C:22]([CH2:23]Br)=[CH:21][CH:20]=1.